Dataset: Peptide-MHC class II binding affinity with 134,281 pairs from IEDB. Task: Regression. Given a peptide amino acid sequence and an MHC pseudo amino acid sequence, predict their binding affinity value. This is MHC class II binding data. (1) The peptide sequence is GKWLDAKSTWYGKPT. The MHC is HLA-DPA10201-DPB10501 with pseudo-sequence HLA-DPA10201-DPB10501. The binding affinity (normalized) is 0.136. (2) The peptide sequence is ELRKTYNLLDAVSRH. The MHC is HLA-DQA10401-DQB10402 with pseudo-sequence HLA-DQA10401-DQB10402. The binding affinity (normalized) is 0.